Dataset: Full USPTO retrosynthesis dataset with 1.9M reactions from patents (1976-2016). Task: Predict the reactants needed to synthesize the given product. (1) Given the product [F:11][C:4]1[CH:5]=[C:6]([CH:7]=[C:8]([F:9])[C:3]=1[O:2][CH3:1])[C:12]#[N:13], predict the reactants needed to synthesize it. The reactants are: [CH3:1][O:2][C:3]1[C:8]([F:9])=[CH:7][C:6](Br)=[CH:5][C:4]=1[F:11].[C:12]([Cu])#[N:13]. (2) Given the product [NH2:1][C:2]1[CH:11]=[CH:10][C:9]2[C:4](=[C:5]([O:12][CH2:6][CH2:5][CH2:4][CH:9]([CH3:8])[O:13][C:14]3[CH:15]=[CH:16][CH:17]=[C:18]4[C:23]=3[N:22]=[C:21]([NH2:25])[CH:20]=[CH:19]4)[CH:6]=[CH:7][CH:8]=2)[N:3]=1, predict the reactants needed to synthesize it. The reactants are: [NH2:1][C:2]1[CH:11]=[CH:10][C:9]2[C:4](=[C:5]([OH:12])[CH:6]=[CH:7][CH:8]=2)[N:3]=1.[OH:13][C:14]1[CH:15]=[CH:16][CH:17]=[C:18]2[C:23]=1[N:22]=[C:21](C)[CH:20]=[CH:19]2.[NH3:25].